From a dataset of Reaction yield outcomes from USPTO patents with 853,638 reactions. Predict the reaction yield, written as a fraction of the theoretical maximum amount of product (1.0 means a 100% yield; for example, 0.34 means a 34% yield). (1) The reactants are [CH3:1][O:2][C:3](=[O:13])[CH2:4][CH2:5][CH2:6][C:7]1[CH:12]=[CH:11][CH:10]=[CH:9][CH:8]=1.I[CH2:15][CH2:16][CH2:17][CH2:18][C:19]1[CH:24]=[CH:23][CH:22]=[CH:21][CH:20]=1. No catalyst specified. The product is [C:19]1([CH2:18][CH2:17][CH2:16][CH2:15][CH:4]([CH2:5][CH2:6][C:7]2[CH:8]=[CH:9][CH:10]=[CH:11][CH:12]=2)[C:3]([O:2][CH3:1])=[O:13])[CH:24]=[CH:23][CH:22]=[CH:21][CH:20]=1. The yield is 0.880. (2) The reactants are [CH3:1][C:2]1([CH3:36])[N:6]([C:7]2[S:8][C:9]3[CH2:15][CH2:14][O:13][C:12]4[CH:16]=[C:17]([C:20]5[CH2:25][CH2:24][N:23]([C:26]([O:28][C:29]([CH3:32])([CH3:31])[CH3:30])=[O:27])[CH2:22][CH:21]=5)[CH:18]=[CH:19][C:11]=4[C:10]=3[N:33]=2)[C:5](=[O:34])[NH:4][C:3]1=[O:35]. The catalyst is C(O)C.[Pd]. The product is [CH3:1][C:2]1([CH3:36])[N:6]([C:7]2[S:8][C:9]3[CH2:15][CH2:14][O:13][C:12]4[CH:16]=[C:17]([CH:20]5[CH2:21][CH2:22][N:23]([C:26]([O:28][C:29]([CH3:30])([CH3:31])[CH3:32])=[O:27])[CH2:24][CH2:25]5)[CH:18]=[CH:19][C:11]=4[C:10]=3[N:33]=2)[C:5](=[O:34])[NH:4][C:3]1=[O:35]. The yield is 1.00. (3) The reactants are B(Br)(Br)Br.Cl.[CH:6]1([CH2:9][N:10]2[CH2:29][CH2:28][C@:17]34[C:18]5[C:19]6[O:27][C@@:16]3([CH3:30])[C:15](=[O:31])[CH2:14][CH2:13][C@@:12]4([O:32][CH2:33][CH2:34][CH3:35])[C@H:11]2[CH2:24][C:23]=5[CH:22]=[CH:21][C:20]=6[O:25]C)[CH2:8][CH2:7]1.[NH4+].[OH-]. The catalyst is C(Cl)Cl. The product is [CH:6]1([CH2:9][N:10]2[CH2:29][CH2:28][C@:17]34[C:18]5[C:19]6[O:27][C@@:16]3([CH3:30])[C:15](=[O:31])[CH2:14][CH2:13][C@@:12]4([O:32][CH2:33][CH2:34][CH3:35])[C@H:11]2[CH2:24][C:23]=5[CH:22]=[CH:21][C:20]=6[OH:25])[CH2:7][CH2:8]1. The yield is 0.550. (4) The reactants are [N+:1]([O-:4])(O)=[O:2].[F:5][C:6]1[CH:11]=[CH:10][C:9]([CH2:12][C:13]([OH:15])=[O:14])=[C:8]([CH3:16])[CH:7]=1. No catalyst specified. The product is [F:5][C:6]1[C:11]([N+:1]([O-:4])=[O:2])=[CH:10][C:9]([CH2:12][C:13]([OH:15])=[O:14])=[C:8]([CH3:16])[CH:7]=1. The yield is 0.970. (5) The reactants are [CH:1]1([N:7]([CH:18]2[CH2:23][CH2:22][CH2:21][CH2:20][CH2:19]2)[C:8]([NH:10][C:11]2[S:12][C:13]([CH:16]=O)=[CH:14][N:15]=2)=[O:9])[CH2:6][CH2:5][CH2:4][CH2:3][CH2:2]1.Cl.[CH2:25]([S:27]([N:30]1[CH2:35][CH2:34][NH:33][CH2:32][CH2:31]1)(=[O:29])=[O:28])[CH3:26].C(O[BH-](OC(=O)C)OC(=O)C)(=O)C.[Na+]. No catalyst specified. The product is [CH:1]1([N:7]([CH:18]2[CH2:23][CH2:22][CH2:21][CH2:20][CH2:19]2)[C:8]([NH:10][C:11]2[S:12][C:13]([CH2:16][N:33]3[CH2:32][CH2:31][N:30]([S:27]([CH2:25][CH3:26])(=[O:28])=[O:29])[CH2:35][CH2:34]3)=[CH:14][N:15]=2)=[O:9])[CH2:6][CH2:5][CH2:4][CH2:3][CH2:2]1. The yield is 0.440. (6) The reactants are [Cl:1][C:2]1[CH:11]=[CH:10][C:5]([C:6]([O:8][CH3:9])=[O:7])=[C:4]([NH:12][CH2:13][CH2:14][CH2:15][CH2:16][OH:17])[C:3]=1[NH:18][C:19](=S)[NH:20][C:21]1[C:26]([Cl:27])=[CH:25][C:24]([Cl:28])=[CH:23][N:22]=1.C(N(CC)CC)C.Cl.C(N=C=NCCCN(C)C)C. The catalyst is O1CCCC1.C(OCC)(=O)C. The product is [Cl:1][C:2]1[C:3]2[N:18]=[C:19]([NH:20][C:21]3[C:26]([Cl:27])=[CH:25][C:24]([Cl:28])=[CH:23][N:22]=3)[N:12]([CH2:13][CH2:14][CH2:15][CH2:16][OH:17])[C:4]=2[C:5]([C:6]([O:8][CH3:9])=[O:7])=[CH:10][CH:11]=1. The yield is 0.960. (7) The reactants are [F:1][C:2]1[CH:7]=[CH:6][C:5]([C:8]2[O:9][CH:10]=[C:11]([C:13]([CH3:17])([CH3:16])[CH2:14][NH2:15])[N:12]=2)=[CH:4][CH:3]=1.[F:18][C:19]([F:34])([F:33])[C:20]([C:22]1[S:26][C:25]([CH2:27][CH2:28][CH2:29][C:30](O)=[O:31])=[CH:24][CH:23]=1)=[O:21]. No catalyst specified. The product is [F:1][C:2]1[CH:3]=[CH:4][C:5]([C:8]2[O:9][CH:10]=[C:11]([C:13]([CH3:17])([CH3:16])[CH2:14][NH:15][C:30](=[O:31])[CH2:29][CH2:28][CH2:27][C:25]3[S:26][C:22]([C:20](=[O:21])[C:19]([F:33])([F:34])[F:18])=[CH:23][CH:24]=3)[N:12]=2)=[CH:6][CH:7]=1. The yield is 0.150.